From a dataset of HIV replication inhibition screening data with 41,000+ compounds from the AIDS Antiviral Screen. Binary Classification. Given a drug SMILES string, predict its activity (active/inactive) in a high-throughput screening assay against a specified biological target. The drug is O=C(CC(=O)n1nc(-c2ccccc2)c(N=Nc2ccc([N+](=O)[O-])cc2)c1-c1ccccc1)Nc1ccc(Cl)cc1. The result is 0 (inactive).